Dataset: Forward reaction prediction with 1.9M reactions from USPTO patents (1976-2016). Task: Predict the product of the given reaction. (1) Given the reactants [C:1]([O-:4])(=O)[CH3:2].[K+].[I-].[K+].ClCC1[N:11]([CH2:24][CH:25]2[CH2:30][CH2:29][O:28][CH2:27][CH2:26]2)[C:12]2[C:21]3[CH:20]=[CH:19][CH:18]=[CH:17][C:16]=3[N:15]=[C:14]([NH2:22])[C:13]=2[N:23]=1.O.[OH-].[Li+], predict the reaction product. The product is: [NH2:22][C:14]1[C:13]2[N:23]=[C:2]([CH2:1][OH:4])[N:11]([CH2:24][CH:25]3[CH2:30][CH2:29][O:28][CH2:27][CH2:26]3)[C:12]=2[C:21]2[CH:20]=[CH:19][CH:18]=[CH:17][C:16]=2[N:15]=1. (2) Given the reactants [Br:1][C:2]1[CH:7]=[CH:6][C:5]([C:8](=O)[CH2:9][C:10](=[O:22])[CH2:11][C:12]2[CH:17]=[CH:16][C:15]([O:18][CH3:19])=[C:14]([O:20][CH3:21])[CH:13]=2)=[CH:4][CH:3]=1.O, predict the reaction product. The product is: [Br:1][C:2]1[CH:7]=[CH:6][C:5]([C:8]2[C:17]3[C:12](=[CH:13][C:14]([O:20][CH3:21])=[C:15]([O:18][CH3:19])[CH:16]=3)[CH:11]=[C:10]([OH:22])[CH:9]=2)=[CH:4][CH:3]=1. (3) Given the reactants [CH2:1]1[C:4]2([CH2:7][NH:6][CH2:5]2)[CH2:3][O:2]1.C[O:9][C:10]([C:12]1[C:16]([NH:17][C:18]([C:20]2[C:25]([NH:26][C:27]3[CH:28]=[N:29][CH:30]=[N:31][CH:32]=3)=[CH:24][CH:23]=[C:22]([CH:33]3[CH2:35][CH2:34]3)[N:21]=2)=[O:19])=[CH:15][N:14]([CH3:36])[N:13]=1)=O, predict the reaction product. The product is: [CH3:36][N:14]1[CH:15]=[C:16]([NH:17][C:18]([C:20]2[C:25]([NH:26][C:27]3[CH:32]=[N:31][CH:30]=[N:29][CH:28]=3)=[CH:24][CH:23]=[C:22]([CH:33]3[CH2:34][CH2:35]3)[N:21]=2)=[O:19])[C:12]([C:10]([N:6]2[CH2:7][C:4]3([CH2:3][O:2][CH2:1]3)[CH2:5]2)=[O:9])=[N:13]1. (4) Given the reactants B.O1CCCC1.[Cl:7][C:8]1[C:13]([C:14](O)=[O:15])=[CH:12][N:11]=[CH:10][CH:9]=1.Cl, predict the reaction product. The product is: [Cl:7][C:8]1[CH:9]=[CH:10][N:11]=[CH:12][C:13]=1[CH2:14][OH:15]. (5) Given the reactants [Cl:1][C:2]1[CH:8]=[C:7]([F:9])[CH:6]=[CH:5][C:3]=1[NH2:4].Br[C:11]1[CH:16]=[CH:15][CH:14]=[CH:13][CH:12]=1.C(P(C(C)(C)C)C(C)(C)C)(C)(C)C.CC(C)([O-])C.[Na+], predict the reaction product. The product is: [Cl:1][C:2]1[CH:8]=[C:7]([F:9])[CH:6]=[CH:5][C:3]=1[NH:4][C:11]1[CH:16]=[CH:15][CH:14]=[CH:13][CH:12]=1.